This data is from Reaction yield outcomes from USPTO patents with 853,638 reactions. The task is: Predict the reaction yield, written as a fraction of the theoretical maximum amount of product (1.0 means a 100% yield; for example, 0.34 means a 34% yield). (1) The reactants are O[C:2]1[C:3]([C:11]([O:13][CH2:14][CH3:15])=[O:12])=[N:4][N:5]([CH3:10])[C:6](=[O:9])[C:7]=1[CH3:8].O=P(Cl)(Cl)[Cl:18]. No catalyst specified. The product is [Cl:18][C:2]1[C:3]([C:11]([O:13][CH2:14][CH3:15])=[O:12])=[N:4][N:5]([CH3:10])[C:6](=[O:9])[C:7]=1[CH3:8]. The yield is 0.860. (2) The reactants are [C:12]([O:11][C:9](O[C:9]([O:11][C:12]([CH3:15])([CH3:14])[CH3:13])=[O:10])=[O:10])([CH3:15])([CH3:14])[CH3:13].[NH2:16][C:17]1[CH:22]=[C:21]([NH2:23])[CH:20]=[CH:19][C:18]=1[CH3:24].C(N(CC)CC)C.CCCCCC.C(OCC)(=O)C. The catalyst is CO.O. The product is [CH3:24][C:18]1[CH:19]=[CH:20][C:21]([NH:23][C:9]([O:11][C:12]([CH3:13])([CH3:14])[CH3:15])=[O:10])=[CH:22][C:17]=1[NH2:16]. The yield is 0.670. (3) The product is [N:1]1[C:10]2[C:5](=[CH:6][CH:7]=[CH:8][CH:9]=2)[CH:4]=[C:3]([C:11]2[CH:12]=[N:13][N:14]3[C:19]([NH2:20])=[C:18]([C:37]([O:39][CH2:40][CH3:41])=[CH2:38])[C:17]([CH:42]4[CH2:43][CH2:44][S:45](=[O:49])(=[O:48])[CH2:46][CH2:47]4)=[N:16][C:15]=23)[CH:2]=1. The yield is 0.530. The catalyst is CCO. The reactants are [N:1]1[C:10]2[C:5](=[CH:6][CH:7]=[CH:8][CH:9]=2)[CH:4]=[C:3]([C:11]2[CH:12]=[N:13][N:14]3[C:19]([N:20](COCC[Si](C)(C)C)COCC[Si](C)(C)C)=[C:18]([C:37]([O:39][CH2:40][CH3:41])=[CH2:38])[C:17]([CH:42]4[CH2:47][CH2:46][S:45](=[O:49])(=[O:48])[CH2:44][CH2:43]4)=[N:16][C:15]=23)[CH:2]=1. (4) The reactants are [Cl:1][C:2]1[CH:7]=[CH:6][C:5]([OH:8])=[CH:4][C:3]=1[I:9].[Si:10](Cl)([C:13]([CH3:16])([CH3:15])[CH3:14])([CH3:12])[CH3:11].N1C=CN=C1.CCOC(C)=O. The catalyst is CC1CCCO1. The product is [C:13]([Si:10]([O:8][C:5]1[CH:6]=[CH:7][C:2]([Cl:1])=[C:3]([I:9])[CH:4]=1)([CH3:12])[CH3:11])([CH3:16])([CH3:15])[CH3:14]. The yield is 0.300. (5) The reactants are [NH2:1][C:2]1[N:3]=[C:4]2[CH:9]=[CH:8][C:7]([O:10][C:11]3[CH:12]=[C:13]([NH:17][C:18](=[O:30])[C:19]4[CH:24]=[CH:23][CH:22]=[C:21]([C:25]5([C:28]#[N:29])[CH2:27][CH2:26]5)[CH:20]=4)[CH:14]=[CH:15][CH:16]=3)=[N:6][N:5]2[CH:31]=1.[F:32][C:33]1[CH:41]=[CH:40][C:36]([C:37](O)=[O:38])=[CH:35][N:34]=1.C(Cl)(=O)C(Cl)=O.O1CCCC1. The catalyst is CN(C)C=O.CN(C)C(=O)C. The product is [C:28]([C:25]1([C:21]2[CH:20]=[C:19]([CH:24]=[CH:23][CH:22]=2)[C:18]([NH:17][C:13]2[CH:12]=[C:11]([CH:16]=[CH:15][CH:14]=2)[O:10][C:7]2[CH:8]=[CH:9][C:4]3[N:5]([CH:31]=[C:2]([NH:1][C:37](=[O:38])[C:36]4[CH:40]=[CH:41][C:33]([F:32])=[N:34][CH:35]=4)[N:3]=3)[N:6]=2)=[O:30])[CH2:27][CH2:26]1)#[N:29]. The yield is 0.200. (6) The reactants are [CH2:1]([OH:13])[CH2:2][O:3][CH2:4][CH2:5][O:6][CH2:7][CH2:8][O:9][CH2:10][CH2:11][OH:12].[Na].[C:15]([O:19][C:20]([CH3:23])([CH3:22])[CH3:21])(=[O:18])[CH:16]=[CH2:17].Cl. The catalyst is [Na].C1COCC1. The product is [C:20]([O:19][C:15](=[O:18])[CH2:16][CH2:17][O:12][CH2:11][CH2:10][O:9][CH2:8][CH2:7][O:6][CH2:5][CH2:4][O:3][CH2:2][CH2:1][OH:13])([CH3:23])([CH3:22])[CH3:21]. The yield is 0.730. (7) The reactants are C[O:2][C:3]([CH2:5][N:6]1[CH2:11][CH2:10][O:9][CH2:8][CH2:7]1)=[O:4].Cl. The catalyst is [OH-].[Na+].C1COCC1. The product is [N:6]1([CH2:5][C:3]([OH:4])=[O:2])[CH2:11][CH2:10][O:9][CH2:8][CH2:7]1. The yield is 0.900. (8) The reactants are Cl.Cl.[CH3:3][NH:4][C:5]1[N:10]=[C:9]([CH2:11][CH2:12][CH2:13][C:14]2[CH:26]=[CH:25][C:17]([CH2:18][C@@H:19]([C:21]([O:23]C)=[O:22])[NH2:20])=[CH:16][CH:15]=2)[CH:8]=[CH:7][CH:6]=1.CN1CCOCC1.[Cl:34][C:35]1[CH:43]=[CH:42][CH:41]=[C:40]([Cl:44])[C:36]=1[C:37](O)=[O:38].CN(C(ON1N=NC2C=CC=CC1=2)=[N+](C)C)C.[B-](F)(F)(F)F.[Li+].[OH-]. The catalyst is CN(C=O)C.O. The product is [Cl:34][C:35]1[CH:43]=[CH:42][CH:41]=[C:40]([Cl:44])[C:36]=1[C:37]([NH:20][C@H:19]([C:21]([OH:23])=[O:22])[CH2:18][C:17]1[CH:25]=[CH:26][C:14]([CH2:13][CH2:12][CH2:11][C:9]2[CH:8]=[CH:7][CH:6]=[C:5]([NH:4][CH3:3])[N:10]=2)=[CH:15][CH:16]=1)=[O:38]. The yield is 0.170. (9) The reactants are [F:1][C:2]1[CH:8]=[CH:7][C:5]([NH2:6])=[C:4]([O:9][CH3:10])[CH:3]=1.Cl.[CH:12](=O)/[CH:13]=[CH:14]/[CH3:15].[NH4+].[OH-]. No catalyst specified. The product is [F:1][C:2]1[CH:8]=[C:7]2[C:5](=[C:4]([O:9][CH3:10])[CH:3]=1)[N:6]=[C:14]([CH3:15])[CH:13]=[CH:12]2. The yield is 0.998.